Dataset: Forward reaction prediction with 1.9M reactions from USPTO patents (1976-2016). Task: Predict the product of the given reaction. (1) Given the reactants P([O-])([O-])([O-])=O.[K+].[K+].[K+].[CH2:9]([O:11][CH2:12][CH2:13][O:14][C:15]1[CH:16]=[C:17](/[CH:22]=[C:23](\[O:28][CH3:29])/[C:24]([O:26][CH3:27])=[O:25])[CH:18]=[CH:19][C:20]=1I)[CH3:10].[CH3:30][N:31]([C:40]1[CH:41]=[C:42](B(O)O)[CH:43]=[CH:44][CH:45]=1)[C:32]([NH:34][CH2:35][CH2:36][CH2:37][CH2:38][CH3:39])=[O:33].O.[CH3:50]N(C)C=O, predict the reaction product. The product is: [CH2:29]([O:28]/[C:23](=[CH:22]\[C:17]1[CH:18]=[CH:19][C:20]([C:44]2[CH:43]=[CH:42][CH:41]=[C:40]([N:31]([CH3:30])[C:32]([NH:34][CH2:35][CH2:36][CH2:37][CH2:38][CH3:39])=[O:33])[CH:45]=2)=[C:15]([O:14][CH2:13][CH2:12][O:11][CH2:9][CH3:10])[CH:16]=1)/[C:24]([O:26][CH3:27])=[O:25])[CH3:50]. (2) Given the reactants [F:1][C:2]1[CH:11]=[CH:10][CH:9]=[C:8]([F:12])[C:3]=1[CH2:4][N:5]=[N+:6]=[N-:7].Cl[C:14](=[CH2:18])[C:15]([NH2:17])=[O:16], predict the reaction product. The product is: [CH:10]1[CH:9]=[C:8]([F:12])[C:3]([CH2:4][N:5]2[N:6]=[N:7][C:14]([C:15]([NH2:17])=[O:16])=[CH:18]2)=[C:2]([F:1])[CH:11]=1. (3) The product is: [C:26]1(=[O:27])[NH:22][C:23](=[O:32])[C:24]2=[CH:31][CH:30]=[CH:29][CH:28]=[C:25]12. Given the reactants [N-]=C=S.N1CCC(N2C3C=CC=CC=3N(CCC[N:22]3[C:26](=[O:27])[C:25]4=[CH:28][CH:29]=[CH:30][CH:31]=[C:24]4[C:23]3=[O:32])C2=O)CC1, predict the reaction product. (4) The product is: [C:30]([C:28]1[CH:27]=[C:7]([CH:6]=[C:5]([C:1]([CH3:3])([CH3:4])[CH3:2])[CH:29]=1)[CH2:8][C@H:9]1[CH2:14][C@H:13]([C:15]2[O:22][NH:36][C:17](=[O:19])[CH:16]=2)[CH2:12][CH2:11][N:10]1[C:23]([O:25][CH3:26])=[O:24])([CH3:33])([CH3:32])[CH3:31]. Given the reactants [C:1]([C:5]1[CH:6]=[C:7]([CH:27]=[C:28]([C:30]([CH3:33])([CH3:32])[CH3:31])[CH:29]=1)[CH2:8][C@H:9]1[CH2:14][C@H:13]([C:15](=[O:22])[CH2:16][C:17]([O:19]CC)=O)[CH2:12][CH2:11][N:10]1[C:23]([O:25][CH3:26])=[O:24])([CH3:4])([CH3:3])[CH3:2].[OH-].[Na+].[NH2:36]O.Cl, predict the reaction product. (5) Given the reactants [NH2:1][C@@H:2]([CH2:14][F:15])[C@@H:3]([C:5]1[CH:10]=[CH:9][C:8]([N:11]=[N+:12]=[N-:13])=[CH:7][CH:6]=1)[OH:4].C(N(CC)CC)C.[Cl:23][CH:24]([Cl:30])[C:25](OCC)=[O:26], predict the reaction product. The product is: [N:11]([C:8]1[CH:7]=[CH:6][C:5]([C@@H:3]([OH:4])[C@H:2]([NH:1][C:25](=[O:26])[CH:24]([Cl:30])[Cl:23])[CH2:14][F:15])=[CH:10][CH:9]=1)=[N+:12]=[N-:13]. (6) Given the reactants [OH:1][CH2:2][C@@H:3]1[NH:7][C:6](=[O:8])[CH2:5][CH2:4]1.N1C=CN=C1.[Si:14](Cl)([C:17]([CH3:20])([CH3:19])[CH3:18])([CH3:16])[CH3:15].C(OCC)(=O)C, predict the reaction product. The product is: [Si:14]([O:1][CH2:2][C@@H:3]1[NH:7][C:6](=[O:8])[CH2:5][CH2:4]1)([C:17]([CH3:20])([CH3:19])[CH3:18])([CH3:16])[CH3:15]. (7) Given the reactants Cl[C:2]([O:4][CH3:5])=[O:3].[NH2:6][C:7]1[CH:8]=[CH:9][C:10]([Br:18])=[C:11]2[C:16]=1C(O)[CH2:14][CH2:13][CH2:12]2.C(=O)([O-])[O-].[K+].[K+], predict the reaction product. The product is: [Br:18][C:10]1[CH:9]=[CH:8][C:7]2[NH:6][C:2](=[O:3])[O:4][CH:5]3[CH2:14][CH2:13][CH2:12][C:11]=1[C:16]=23. (8) Given the reactants [Cl:1][C:2]1[CH:3]=[C:4]2[N:25]=[C:24]([O:26][C@H:27]3[C@H:31]4[O:32][CH2:33][C@@H:34]([OH:35])[C@H:30]4[O:29][CH2:28]3)[N:23]([CH2:36][O:37][CH2:38][CH2:39][Si:40]([CH3:43])([CH3:42])[CH3:41])[C:5]2=[N:6][C:7]=1[C:8]1[CH:13]=[CH:12][C:11](B2OC(C)(C)C(C)(C)O2)=[CH:10][CH:9]=1.Br[C:45]1C=[CH:49][C:48]([S:51]([CH3:55])(=[N:53][CH3:54])=[O:52])=[CH:47][CH:46]=1.BrC1C=CC(S(C)(=[NH:65])=O)=CC=1, predict the reaction product. The product is: [Cl:1][C:2]1[CH:3]=[C:4]2[N:25]=[C:24]([O:26][C@H:27]3[C@H:31]4[O:32][CH2:33][C@@H:34]([OH:35])[C@H:30]4[O:29][CH2:28]3)[N:23]([CH2:36][O:37][CH2:38][CH2:39][Si:40]([CH3:43])([CH3:41])[CH3:42])[C:5]2=[N:6][C:7]=1[C:8]1[CH:9]=[CH:10][C:11]([C:45]2[CH:46]=[CH:47][C:48]([S:51]([CH3:55])(=[N:53][CH3:54])=[O:52])=[CH:49][N:65]=2)=[CH:12][CH:13]=1. (9) Given the reactants [Cl:1][C:2]1[CH:7]=[CH:6][C:5]([NH2:8])=[C:4]([N+:9]([O-:11])=[O:10])[CH:3]=1.[I:12]I, predict the reaction product. The product is: [I:12][C:6]1[CH:7]=[C:2]([Cl:1])[CH:3]=[C:4]([N+:9]([O-:11])=[O:10])[C:5]=1[NH2:8].